From a dataset of Forward reaction prediction with 1.9M reactions from USPTO patents (1976-2016). Predict the product of the given reaction. (1) The product is: [C:28]([OH:35])(=[O:34])/[CH:29]=[CH:30]/[C:31]([OH:33])=[O:32].[F:1][C:2]1[C:3]([O:11][C:12]2[CH:17]=[CH:16][CH:15]=[C:14]([CH2:18][NH:25][CH3:24])[C:13]=2[O:20][CH3:21])=[C:4]([CH:7]=[CH:8][C:9]=1[CH3:10])[C:5]#[N:6]. Given the reactants [F:1][C:2]1[C:3]([O:11][C:12]2[CH:17]=[CH:16][CH:15]=[C:14]([CH:18]=O)[C:13]=2[O:20][CH3:21])=[C:4]([CH:7]=[CH:8][C:9]=1[CH3:10])[C:5]#[N:6].CN.[C:24]([BH3-])#[N:25].[Na+].[C:28]([OH:35])(=[O:34])/[CH:29]=[CH:30]/[C:31]([OH:33])=[O:32], predict the reaction product. (2) Given the reactants [C:1]([C:3]1[CH:8]=[CH:7][C:6]([C@@H:9]([OH:13])[CH2:10][CH2:11][OH:12])=[CH:5][CH:4]=1)#[CH:2].I[C:15]1[CH:40]=[CH:39][C:18]([C:19]([N:21]([CH3:38])[C@:22]([CH3:37])([C:27]([NH:29][O:30][CH:31]2[CH2:36][CH2:35][CH2:34][CH2:33][O:32]2)=[O:28])[C:23]([NH:25][CH3:26])=[O:24])=[O:20])=[CH:17][CH:16]=1.[Cl-].[NH4+].Cl, predict the reaction product. The product is: [OH:13][C@H:9]([C:6]1[CH:7]=[CH:8][C:3]([C:1]#[C:2][C:15]2[CH:40]=[CH:39][C:18]([C:19]([N:21]([CH3:38])[C@:22]([CH3:37])([C:27]([NH:29][O:30][CH:31]3[CH2:36][CH2:35][CH2:34][CH2:33][O:32]3)=[O:28])[C:23]([NH:25][CH3:26])=[O:24])=[O:20])=[CH:17][CH:16]=2)=[CH:4][CH:5]=1)[CH2:10][CH2:11][OH:12].